This data is from Catalyst prediction with 721,799 reactions and 888 catalyst types from USPTO. The task is: Predict which catalyst facilitates the given reaction. (1) Reactant: [CH3:1][C:2]1[O:6][N:5]=[C:4]([C:7]2[CH:8]=[C:9]([CH:22]=[CH:23][CH:24]=2)[O:10][CH:11]([C:16]2[CH:21]=[CH:20][CH:19]=[CH:18][CH:17]=2)[C:12]([O:14]C)=[O:13])[N:3]=1.[OH-].[Na+]. Product: [CH3:1][C:2]1[O:6][N:5]=[C:4]([C:7]2[CH:8]=[C:9]([CH:22]=[CH:23][CH:24]=2)[O:10][CH:11]([C:16]2[CH:17]=[CH:18][CH:19]=[CH:20][CH:21]=2)[C:12]([OH:14])=[O:13])[N:3]=1. The catalyst class is: 5. (2) The catalyst class is: 20. Reactant: C1(P(C2C=CC=CC=2)C2C=CC=CC=2)C=CC=CC=1.[CH3:20][C@@H:21]([OH:26])[CH2:22][C@H:23]([OH:25])[CH3:24].COCCOC(N=NC(OCCOC)=O)=O.[N+:43]([C:46]1[CH:54]=[CH:53][C:49]([C:50]([OH:52])=[O:51])=[CH:48][CH:47]=1)([O-:45])=[O:44]. Product: [N+:43]([C:46]1[CH:47]=[CH:48][C:49]([C:50]([O:25][C@@H:23]([CH3:24])[CH2:22][C@H:21]([OH:26])[CH3:20])=[O:51])=[CH:53][CH:54]=1)([O-:45])=[O:44].[N+:43]([C:46]1[CH:47]=[CH:48][C:49]([C:50]([OH:52])=[O:51])=[CH:53][CH:54]=1)([O-:45])=[O:44]. (3) Reactant: [NH2:1][C:2]1[CH:7]=[C:6]([Cl:8])[C:5]([OH:9])=[C:4]([Cl:10])[CH:3]=1.[N:11]([C:14]([CH3:21])([CH2:16][C:17]([CH3:20])([CH3:19])[CH3:18])[CH3:15])=[C:12]=[O:13].CNCCS. Product: [Cl:8][C:6]1[CH:7]=[C:2]([NH:1][C:12]([NH:11][C:14]([CH3:21])([CH3:15])[CH2:16][C:17]([CH3:20])([CH3:19])[CH3:18])=[O:13])[CH:3]=[C:4]([Cl:10])[C:5]=1[OH:9]. The catalyst class is: 258. (4) Reactant: [Cl:1][C:2]1[C:7]([C:8]([O:10]CC)=[O:9])=[CH:6][N:5]=[C:4]2[S:13][CH:14]=[CH:15][C:3]=12.[OH-].[Na+].Cl. Product: [Cl:1][C:2]1[C:7]([C:8]([OH:10])=[O:9])=[CH:6][N:5]=[C:4]2[S:13][CH:14]=[CH:15][C:3]=12. The catalyst class is: 8.